Dataset: Full USPTO retrosynthesis dataset with 1.9M reactions from patents (1976-2016). Task: Predict the reactants needed to synthesize the given product. (1) Given the product [NH2:1][C@H:2]1[CH2:7][CH2:6][CH2:5][CH2:4][C@H:3]1[NH:8][C:9]1[CH:10]=[C:11]([NH:18][C:19]2[S:30][CH:31]=[N:32][CH:24]=2)[C:12]([C:15]([NH2:17])=[O:16])=[N:13][CH:14]=1, predict the reactants needed to synthesize it. The reactants are: [NH2:1][C@H:2]1[CH2:7][CH2:6][CH2:5][CH2:4][C@H:3]1[NH:8][C:9]1[CH:10]=[C:11]([NH:18][C:19]2[CH:24]=CC=C(C3OC=CN=3)C=2)[C:12]([C:15]([NH2:17])=[O:16])=[N:13][CH:14]=1.[S:30]1C(N)=C[N:32]=[CH:31]1. (2) Given the product [F:12][C:8]1[CH:7]=[C:6]2[C:11]([C:2]([NH:20][C:21]3[CH:28]=[C:27]([N:29]4[CH2:30][CH2:31][O:32][CH2:33][CH2:34]4)[CH:26]=[CH:25][C:22]=3[C:23]#[N:24])=[C:3]([CH3:19])[C:4]([C:13]3[CH:14]=[N:15][CH:16]=[CH:17][CH:18]=3)=[N:5]2)=[CH:10][CH:9]=1, predict the reactants needed to synthesize it. The reactants are: Cl[C:2]1[C:11]2[C:6](=[CH:7][C:8]([F:12])=[CH:9][CH:10]=2)[N:5]=[C:4]([C:13]2[CH:14]=[N:15][CH:16]=[CH:17][CH:18]=2)[C:3]=1[CH3:19].[NH2:20][C:21]1[CH:28]=[C:27]([N:29]2[CH2:34][CH2:33][O:32][CH2:31][CH2:30]2)[CH:26]=[CH:25][C:22]=1[C:23]#[N:24].Cl.O1CCOCC1. (3) Given the product [CH3:13][O:14][C:15]1[CH:22]=[CH:21][CH:20]=[C:19]([O:23][CH3:24])[C:16]=1[CH:17]1[N:12]([CH2:11][C:8]2[CH:9]=[CH:10][C:5]([S:2]([CH3:1])(=[O:3])=[O:4])=[CH:6][CH:7]=2)[C:15](=[O:14])[CH2:16][CH2:19][CH2:20]1, predict the reactants needed to synthesize it. The reactants are: [CH3:1][S:2]([C:5]1[CH:10]=[CH:9][C:8]([CH2:11][NH2:12])=[CH:7][CH:6]=1)(=[O:4])=[O:3].[CH3:13][O:14][C:15]1[CH:22]=[CH:21][CH:20]=[C:19]([O:23][CH3:24])[C:16]=1[CH:17]=O. (4) Given the product [CH2:1]([O:3][C:4](=[O:24])[CH2:5][C:6]1[CH:11]=[CH:10][CH:9]=[C:8]([S:12][C:13]2[C:21]3[C:16](=[CH:17][C:18]([Cl:22])=[CH:19][CH:20]=3)[N:15]([C:26]3[CH:27]=[N:28][N:29]([CH3:31])[CH:30]=3)[C:14]=2[CH3:23])[CH:7]=1)[CH3:2], predict the reactants needed to synthesize it. The reactants are: [CH2:1]([O:3][C:4](=[O:24])[CH2:5][C:6]1[CH:11]=[CH:10][CH:9]=[C:8]([S:12][C:13]2[C:21]3[C:16](=[CH:17][C:18]([Cl:22])=[CH:19][CH:20]=3)[NH:15][C:14]=2[CH3:23])[CH:7]=1)[CH3:2].Br[C:26]1[CH:27]=[N:28][N:29]([CH3:31])[CH:30]=1. (5) Given the product [CH3:4][C:5]1[CH:6]=[C:1]([CH3:2])[N:8]=[C:28]([N:30]2[CH2:37][CH2:36][C@H:35]3[C@H:32]([N:33]([C:41]([C:40]4[C:44]([C:48]5[O:52][N:51]=[C:50]([CH3:53])[N:49]=5)=[CH:45][CH:46]=[CH:47][C:39]=4[F:38])=[O:43])[CH2:34]3)[CH2:31]2)[N:56]=1, predict the reactants needed to synthesize it. The reactants are: [C@H:1]12[N:8](C(C3C=CC=CC=3C3ON=C(C)N=3)=O)C[C@H:6]1[CH2:5][CH2:4]N[CH2:2]2.C(O[C:28]([N:30]1[CH2:37][CH2:36][C@@H:35]2[C@@H:32]([NH:33][CH2:34]2)[CH2:31]1)=O)(C)(C)C.[F:38][C:39]1[CH:47]=[CH:46][CH:45]=[C:44]([C:48]2[O:52][N:51]=[C:50]([CH3:53])[N:49]=2)[C:40]=1[C:41]([OH:43])=O.CC1N=C(C2C=CC=CC=2C(O)=O)O[N:56]=1. (6) Given the product [CH2:6]([O:8][C:9]([C:11]1[S:12][C:13]([CH2:4][CH3:5])=[C:14]([C:23]#[N:24])[C:15]=1[C:16]1[CH:21]=[CH:20][C:19]([I:22])=[CH:18][CH:17]=1)=[O:10])[CH3:7], predict the reactants needed to synthesize it. The reactants are: C([Zn][CH2:4][CH3:5])C.[CH2:6]([O:8][C:9]([C:11]1[S:12][C:13](SC)=[C:14]([C:23]#[N:24])[C:15]=1[C:16]1[CH:21]=[CH:20][C:19]([I:22])=[CH:18][CH:17]=1)=[O:10])[CH3:7]. (7) Given the product [OH:18][C:9]1([C:12]2[CH:17]=[CH:16][CH:15]=[CH:14][N:13]=2)[CH2:10][CH2:11][CH:6]([N:19]2[CH2:23][CH2:22][C@@H:21]([NH:24][C:25](=[O:31])[O:26][C:27]([CH3:29])([CH3:28])[CH3:30])[CH2:20]2)[CH2:7][CH2:8]1, predict the reactants needed to synthesize it. The reactants are: CS(O[CH:6]1[CH2:11][CH2:10][C:9]([OH:18])([C:12]2[CH:17]=[CH:16][CH:15]=[CH:14][N:13]=2)[CH2:8][CH2:7]1)(=O)=O.[NH:19]1[CH2:23][CH2:22][C@@H:21]([NH:24][C:25](=[O:31])[O:26][C:27]([CH3:30])([CH3:29])[CH3:28])[CH2:20]1. (8) Given the product [Cl:1][C:2]1[CH:3]=[C:4]([C:10]2[C:11]([CH3:26])=[N:12][N:13]([CH2:16][C:17]3[CH:18]=[CH:19][C:20]([C:23]([N:32]([CH3:33])[CH3:31])=[O:24])=[N:21][CH:22]=3)[C:14]=2[CH3:15])[CH:5]=[CH:6][C:7]=1[C:8]#[N:9], predict the reactants needed to synthesize it. The reactants are: [Cl:1][C:2]1[CH:3]=[C:4]([C:10]2[C:11]([CH3:26])=[N:12][N:13]([CH2:16][C:17]3[CH:18]=[CH:19][C:20]([C:23](O)=[O:24])=[N:21][CH:22]=3)[C:14]=2[CH3:15])[CH:5]=[CH:6][C:7]=1[C:8]#[N:9].S(Cl)(Cl)=O.[CH3:31][N:32](C=O)[CH3:33]. (9) Given the product [CH3:30][O:29][C:27]1[CH:26]=[C:24]([NH:25][CH:2]([C:14]2[CH:19]=[CH:18][CH:17]=[CH:16][CH:15]=2)[C:3]([C:5]2[C:13]3[C:8](=[CH:9][CH:10]=[CH:11][CH:12]=3)[NH:7][CH:6]=2)=[O:4])[CH:23]=[C:22]([O:21][CH3:20])[CH:28]=1, predict the reactants needed to synthesize it. The reactants are: Cl[CH:2]([C:14]1[CH:19]=[CH:18][CH:17]=[CH:16][CH:15]=1)[C:3]([C:5]1[C:13]2[C:8](=[CH:9][CH:10]=[CH:11][CH:12]=2)[NH:7][CH:6]=1)=[O:4].[CH3:20][O:21][C:22]1[CH:23]=[C:24]([CH:26]=[C:27]([O:29][CH3:30])[CH:28]=1)[NH2:25].C(N(CC)CC)C. (10) Given the product [F:1][C:2]1[CH:7]=[CH:6][C:5]([F:8])=[CH:4][C:3]=1[C@:9]1([CH2:15][N:16]2[CH:20]=[N:19][CH:18]=[N:17]2)[O:21][C:11](=[O:13])[C@@H:10]1[CH3:14], predict the reactants needed to synthesize it. The reactants are: [F:1][C:2]1[CH:7]=[CH:6][C:5]([F:8])=[CH:4][C:3]=1[C@@:9]([OH:21])([CH2:15][N:16]1[CH:20]=[N:19][CH:18]=[N:17]1)[C@@H:10]([CH3:14])[C:11]([OH:13])=O.C(N1C=CN=C1)(N1C=CN=C1)=O.